Dataset: Catalyst prediction with 721,799 reactions and 888 catalyst types from USPTO. Task: Predict which catalyst facilitates the given reaction. Reactant: [OH-].[NH4+:2].[C:3]([C:10]1[S:14][C:13]([N+:15]([O-:17])=[O:16])=[C:12]([S:18](Cl)(=[O:20])=[O:19])[C:11]=1[CH2:22][NH:23][S:24]([CH3:27])(=[O:26])=[O:25])([O:5][C:6]([CH3:9])([CH3:8])[CH3:7])=[O:4]. Product: [C:3]([C:10]1[S:14][C:13]([N+:15]([O-:17])=[O:16])=[C:12]([S:18]([NH2:2])(=[O:20])=[O:19])[C:11]=1[CH2:22][NH:23][S:24]([CH3:27])(=[O:26])=[O:25])([O:5][C:6]([CH3:9])([CH3:8])[CH3:7])=[O:4]. The catalyst class is: 10.